From a dataset of Forward reaction prediction with 1.9M reactions from USPTO patents (1976-2016). Predict the product of the given reaction. (1) Given the reactants Cl.[CH:2]([C:5]1[CH:6]=[C:7]([NH:11]N)[CH:8]=[CH:9][CH:10]=1)([CH3:4])[CH3:3].[CH3:13][N:14]1[CH2:19][CH2:18][C:17](=O)[CH2:16][CH2:15]1, predict the reaction product. The product is: [CH:2]([C:5]1[CH:10]=[CH:9][C:8]2[C:16]3[CH2:15][N:14]([CH3:13])[CH2:19][CH2:18][C:17]=3[NH:11][C:7]=2[CH:6]=1)([CH3:4])[CH3:3]. (2) The product is: [NH2:1][C:2]1[C:7]2=[CH:8][CH:9]=[C:10]([C@@H:11]3[O:15][C@:14]([C:16]#[CH:17])([CH2:18][OH:19])[C@@H:13]([OH:20])[CH2:12]3)[N:6]2[N:5]=[CH:4][N:3]=1. Given the reactants [NH2:1][C:2]1[C:7]2=[CH:8][CH:9]=[C:10]([C@@H:11]3[O:15][C@@:14]([CH2:18][OH:19])([C:16]#[CH:17])[C@@H:13]([O:20][Si](C(C)(C)C)(C)C)[CH2:12]3)[N:6]2[N:5]=[CH:4][N:3]=1.CCCC[N+](CCCC)(CCCC)CCCC.[F-], predict the reaction product.